The task is: Regression. Given a peptide amino acid sequence and an MHC pseudo amino acid sequence, predict their binding affinity value. This is MHC class II binding data.. This data is from Peptide-MHC class II binding affinity with 134,281 pairs from IEDB. (1) The peptide sequence is VTEGERTVRVLDTVE. The MHC is DRB1_1301 with pseudo-sequence DRB1_1301. The binding affinity (normalized) is 0. (2) The peptide sequence is AAFNNAIKAGTGGAY. The MHC is HLA-DQA10201-DQB10202 with pseudo-sequence HLA-DQA10201-DQB10202. The binding affinity (normalized) is 0.131. (3) The peptide sequence is PATAWSLYAVTTAVLTPL. The MHC is DRB1_1101 with pseudo-sequence DRB1_1101. The binding affinity (normalized) is 0.147. (4) The peptide sequence is GDNQIMPKAGLLIIV. The MHC is DRB1_0101 with pseudo-sequence DRB1_0101. The binding affinity (normalized) is 0.631. (5) The MHC is HLA-DQA10201-DQB10402 with pseudo-sequence HLA-DQA10201-DQB10402. The peptide sequence is WCYYAAAQKEVSGVK. The binding affinity (normalized) is 0. (6) The peptide sequence is NSADTISSYFVGK. The MHC is DRB3_0101 with pseudo-sequence DRB3_0101. The binding affinity (normalized) is 0. (7) The binding affinity (normalized) is 0.497. The peptide sequence is GELQITDKIDAAFKI. The MHC is DRB1_1101 with pseudo-sequence DRB1_1101. (8) The peptide sequence is GEPQIVDKIDAAFKI. The MHC is DRB1_0101 with pseudo-sequence DRB1_0101. The binding affinity (normalized) is 0.427. (9) The binding affinity (normalized) is 0.196. The MHC is DRB3_0101 with pseudo-sequence DRB3_0101. The peptide sequence is SEFAYGSFVRTVSLP. (10) The peptide sequence is HELQIVDKIDAAFKI. The MHC is DRB1_0401 with pseudo-sequence DRB1_0401. The binding affinity (normalized) is 0.528.